Dataset: Forward reaction prediction with 1.9M reactions from USPTO patents (1976-2016). Task: Predict the product of the given reaction. (1) Given the reactants [NH2:1][C:2]1[CH:7]=[CH:6][CH:5]=[CH:4][C:3]=1[OH:8].[C:9]([C:17]1[C:18](=[O:28])[N:19]([CH3:27])[C:20](=[O:26])[N:21]([CH3:25])[C:22]=1[CH2:23]Br)(=O)[C:10]1[CH:15]=[CH:14][CH:13]=[CH:12][CH:11]=1, predict the reaction product. The product is: [CH3:25][N:21]1[C:22]2=[CH:23][N:1]([C:2]3[CH:7]=[CH:6][CH:5]=[CH:4][C:3]=3[OH:8])[C:9]([C:10]3[CH:11]=[CH:12][CH:13]=[CH:14][CH:15]=3)=[C:17]2[C:18](=[O:28])[N:19]([CH3:27])[C:20]1=[O:26]. (2) Given the reactants Br.[F:2][C:3]1[CH:8]=[CH:7][CH:6]=[CH:5][C:4]=1[C:9]1[CH:14]=[CH:13][C:12](=[NH:15])[N:11]([CH2:16][C:17](OC)=O)[N:10]=1.O=P(Cl)(Cl)[Cl:23], predict the reaction product. The product is: [Cl:23][C:17]1[N:15]=[C:12]2[CH:13]=[CH:14][C:9]([C:4]3[CH:5]=[CH:6][CH:7]=[CH:8][C:3]=3[F:2])=[N:10][N:11]2[CH:16]=1. (3) Given the reactants Br[C:2]1[CH:3]=[CH:4][C:5]([N+:8]([O-:10])=[O:9])=[N:6][CH:7]=1.[NH2:11][C:12]1[CH:13]=[C:14]([OH:18])[CH:15]=[CH:16][CH:17]=1.C(=O)([O-])[O-].[Cs+].[Cs+], predict the reaction product. The product is: [N+:8]([C:5]1[N:6]=[CH:7][C:2]([O:18][C:14]2[CH:13]=[C:12]([CH:17]=[CH:16][CH:15]=2)[NH2:11])=[CH:3][CH:4]=1)([O-:10])=[O:9].